From a dataset of Reaction yield outcomes from USPTO patents with 853,638 reactions. Predict the reaction yield, written as a fraction of the theoretical maximum amount of product (1.0 means a 100% yield; for example, 0.34 means a 34% yield). (1) The reactants are [F:1][C:2]1[CH:3]=[C:4]([C@H:9]2[CH2:13][CH2:12][CH2:11][N:10]2[C:14]2[CH:19]=[CH:18][N:17]3[N:20]=[CH:21][C:22]([C:23]([O:25][CH3:26])=[O:24])=[C:16]3[N:15]=2)[C:5]([OH:8])=[N:6][CH:7]=1.[F:27][C:28]([F:47])([F:46])[S:29](N(C1C=CC=CC=1)[S:29]([C:28]([F:47])([F:46])[F:27])(=[O:31])=[O:30])(=[O:31])=[O:30].C(N(CC)CC)C. The catalyst is CN(C=O)C. The product is [F:1][C:2]1[CH:3]=[C:4]([C@H:9]2[CH2:13][CH2:12][CH2:11][N:10]2[C:14]2[CH:19]=[CH:18][N:17]3[N:20]=[CH:21][C:22]([C:23]([O:25][CH3:26])=[O:24])=[C:16]3[N:15]=2)[C:5]([O:8][S:29]([C:28]([F:47])([F:46])[F:27])(=[O:31])=[O:30])=[N:6][CH:7]=1. The yield is 0.746. (2) The reactants are Cl[C:2]1[C:7]([CH:8]=[O:9])=[C:6]([N:10]2[CH2:22][CH2:21][C:20]3[N:19]4[C:14]([CH2:15][CH2:16][CH2:17][CH2:18]4)=[C:13]([F:23])[C:12]=3[C:11]2=[O:24])[N:5]=[CH:4][CH:3]=1.[CH3:25][N:26]1[CH:31]=[C:30](B2OC(C)(C)C(C)(C)O2)[CH:29]=[C:28]([NH:41][C:42]2[CH:51]=[C:45]3[CH2:46][N:47]([CH3:50])[CH2:48][CH2:49][N:44]3[N:43]=2)[C:27]1=[O:52].C([O-])([O-])=O.[Na+].[Na+].CN(C=O)C. The catalyst is C1C=CC(P(C2C=CC=CC=2)[C-]2C=CC=C2)=CC=1.C1C=CC(P(C2C=CC=CC=2)[C-]2C=CC=C2)=CC=1.Cl[Pd]Cl.[Fe+2].O. The product is [F:23][C:13]1[C:12]2[C:11](=[O:24])[N:10]([C:6]3[C:7]([CH:8]=[O:9])=[C:2]([C:30]4[CH:29]=[C:28]([NH:41][C:42]5[CH:51]=[C:45]6[CH2:46][N:47]([CH3:50])[CH2:48][CH2:49][N:44]6[N:43]=5)[C:27](=[O:52])[N:26]([CH3:25])[CH:31]=4)[CH:3]=[CH:4][N:5]=3)[CH2:22][CH2:21][C:20]=2[N:19]2[C:14]=1[CH2:15][CH2:16][CH2:17][CH2:18]2. The yield is 0.560. (3) The reactants are Br.[Br:2][C:3]1[C:16]2[C:17]3[C:18]4[C:5](=[CH:6][C:7]([C:38]([CH3:41])([CH3:40])[CH3:39])=[CH:8][C:9]=4[C:10]([Br:37])=[C:11]([N:23]=C(C4C=CC=CC=4)C4C=CC=CC=4)[C:12]=3[CH:13]=[C:14]([C:19]([CH3:22])([CH3:21])[CH3:20])[CH:15]=2)[C:4]=1[N:42]=C(C1C=CC=CC=1)C1C=CC=CC=1. The catalyst is C1COCC1. The product is [Br:2][C:3]1[C:16]2[C:17]3[C:18]4[C:5](=[CH:6][C:7]([C:38]([CH3:41])([CH3:40])[CH3:39])=[CH:8][C:9]=4[C:10]([Br:37])=[C:11]([NH2:23])[C:12]=3[CH:13]=[C:14]([C:19]([CH3:22])([CH3:21])[CH3:20])[CH:15]=2)[C:4]=1[NH2:42]. The yield is 0.930. (4) The reactants are [O:1]1[CH2:6][CH2:5][N:4]([C:7]2[N:12]=[C:11]([C:13]3[C:21]4[C:16](=[CH:17][CH:18]=[C:19](B5OC(C)(C)C(C)(C)O5)[CH:20]=4)[N:15](C(OC(C)(C)C)=O)[CH:14]=3)[CH:10]=[CH:9][CH:8]=2)[CH2:3][CH2:2]1.[Br:38][C:39]1[S:40][C:41](Br)=[N:42][N:43]=1.C(=O)([O-])[O-].[K+].[K+]. The catalyst is O1CCOCC1.O.C(Cl)Cl.C1C=CC([P]([Pd]([P](C2C=CC=CC=2)(C2C=CC=CC=2)C2C=CC=CC=2)([P](C2C=CC=CC=2)(C2C=CC=CC=2)C2C=CC=CC=2)[P](C2C=CC=CC=2)(C2C=CC=CC=2)C2C=CC=CC=2)(C2C=CC=CC=2)C2C=CC=CC=2)=CC=1. The product is [Br:38][C:39]1[S:40][C:41]([C:19]2[CH:20]=[C:21]3[C:16](=[CH:17][CH:18]=2)[NH:15][CH:14]=[C:13]3[C:11]2[N:12]=[C:7]([N:4]3[CH2:5][CH2:6][O:1][CH2:2][CH2:3]3)[CH:8]=[CH:9][CH:10]=2)=[N:42][N:43]=1. The yield is 0.164. (5) The reactants are [Cl:1][C:2]1[CH:54]=[CH:53][C:5]([O:6][C:7]2[CH:12]=[CH:11][C:10]([N:13]3[C@@H:17]([C:18]4[CH:23]=[CH:22][CH:21]=[C:20]([C:24]([F:27])([F:26])[F:25])[CH:19]=4)[CH2:16][N:15]([CH2:28][CH2:29][S:30]([N:33](CC4C=CC(OC)=CC=4)CC4C=CC(OC)=CC=4)(=[O:32])=[O:31])[C:14]3=[O:52])=[CH:9][CH:8]=2)=[CH:4][CH:3]=1. The catalyst is C(O)(C(F)(F)F)=O. The product is [Cl:1][C:2]1[CH:3]=[CH:4][C:5]([O:6][C:7]2[CH:8]=[CH:9][C:10]([N:13]3[C@@H:17]([C:18]4[CH:23]=[CH:22][CH:21]=[C:20]([C:24]([F:27])([F:25])[F:26])[CH:19]=4)[CH2:16][N:15]([CH2:28][CH2:29][S:30]([NH2:33])(=[O:32])=[O:31])[C:14]3=[O:52])=[CH:11][CH:12]=2)=[CH:53][CH:54]=1. The yield is 0.830. (6) The product is [CH2:15]([S:22][CH2:23][C@H:24]1[N:25]([S:39]([CH3:42])(=[O:41])=[O:40])[CH2:26][C@H:27]([SH:29])[CH2:28]1)[C:16]1[CH:17]=[CH:18][CH:19]=[CH:20][CH:21]=1. The reactants are C(O)(C(F)(F)F)=O.C([SiH](CC)CC)C.[CH2:15]([S:22][CH2:23][C@@H:24]1[CH2:28][C@@H:27]([S:29]CC2C=CC(OC)=CC=2)[CH2:26][N:25]1[S:39]([CH3:42])(=[O:41])=[O:40])[C:16]1[CH:21]=[CH:20][CH:19]=[CH:18][CH:17]=1.C([SiH](CC)CC)C. The catalyst is C(O)(C(F)(F)F)=O. The yield is 0.210. (7) The reactants are FC(F)(F)C([N:5]([C@@H:13]1[CH2:15][C@H:14]1[C:16]1[CH:21]=[CH:20][CH:19]=[CH:18][CH:17]=1)[CH2:6][CH:7]1[CH2:12][CH2:11][NH:10][CH2:9][CH2:8]1)=O.C(=O)([O-])[O-].[K+].[K+].Br[CH2:31][CH2:32][C:33]([O:35]C(C)(C)C)=[O:34]. The catalyst is C(#N)C. The product is [C:16]1([C@@H:14]2[CH2:15][C@H:13]2[NH:5][CH2:6][CH:7]2[CH2:8][CH2:9][N:10]([CH2:31][CH2:32][C:33]([OH:35])=[O:34])[CH2:11][CH2:12]2)[CH:17]=[CH:18][CH:19]=[CH:20][CH:21]=1. The yield is 0.385. (8) The reactants are [O:1]([C:8]1[CH:9]=[C:10]([CH:23]=[CH:24][CH:25]=1)[CH2:11][O:12][C:13]1[CH:18]=[CH:17][C:16]([CH2:19][CH2:20][C:21]#[N:22])=[CH:15][CH:14]=1)[C:2]1[CH:7]=[CH:6][CH:5]=[CH:4][CH:3]=1.[N-:26]=[N+:27]=[N-:28].[Na+].[Cl-].[NH4+]. The catalyst is CN(C)C=O.C(OCC)(=O)C. The product is [O:1]([C:8]1[CH:9]=[C:10]([CH:23]=[CH:24][CH:25]=1)[CH2:11][O:12][C:13]1[CH:14]=[CH:15][C:16]([CH2:19][CH2:20][C:21]2[NH:28][N:27]=[N:26][N:22]=2)=[CH:17][CH:18]=1)[C:2]1[CH:3]=[CH:4][CH:5]=[CH:6][CH:7]=1. The yield is 0.430. (9) The reactants are [Cl-].O[NH3+:3].[C:4](=[O:7])([O-])[OH:5].[Na+].CS(C)=O.[F:13][C:14]1[CH:15]=[C:16]([C:47]2[C:48]([C:53]#[N:54])=[CH:49][CH:50]=[CH:51][CH:52]=2)[CH:17]=[CH:18][C:19]=1[CH2:20][C:21]1[C:22](=[O:46])[N:23]([C@H:34]2[CH2:39][CH2:38][C@H:37]([O:40][CH2:41][C:42]([OH:45])([CH3:44])[CH3:43])[CH2:36][CH2:35]2)[C:24]2[N:25]([N:30]=[C:31]([CH3:33])[N:32]=2)[C:26]=1[CH2:27][CH2:28][CH3:29]. The catalyst is O.C(OCC)(=O)C. The product is [F:13][C:14]1[CH:15]=[C:16]([C:47]2[CH:52]=[CH:51][CH:50]=[CH:49][C:48]=2[C:53]2[NH:3][C:4](=[O:7])[O:5][N:54]=2)[CH:17]=[CH:18][C:19]=1[CH2:20][C:21]1[C:22](=[O:46])[N:23]([C@H:34]2[CH2:39][CH2:38][C@H:37]([O:40][CH2:41][C:42]([OH:45])([CH3:44])[CH3:43])[CH2:36][CH2:35]2)[C:24]2[N:25]([N:30]=[C:31]([CH3:33])[N:32]=2)[C:26]=1[CH2:27][CH2:28][CH3:29]. The yield is 0.690.